This data is from Reaction yield outcomes from USPTO patents with 853,638 reactions. The task is: Predict the reaction yield, written as a fraction of the theoretical maximum amount of product (1.0 means a 100% yield; for example, 0.34 means a 34% yield). (1) The reactants are [N:1]1([CH2:7][C:8]2[CH:13]=[CH:12][C:11]([C:14]3[CH:27]=[N:26][C:17]4[NH:18][C:19]5[CH:24]=[N:23][C:22]([NH2:25])=[CH:21][C:20]=5[C:16]=4[CH:15]=3)=[CH:10][CH:9]=2)[CH2:6][CH2:5][CH2:4][CH2:3][CH2:2]1.[CH:28]([NH:30][NH:31][CH:32]=O)=O.Cl[Si](C)(C)C.C(N(CC)CC)C. The catalyst is N1C=CC=CC=1.O.C(Cl)Cl.CO. The product is [N:1]1([CH2:7][C:8]2[CH:13]=[CH:12][C:11]([C:14]3[CH:27]=[N:26][C:17]4[NH:18][C:19]5[CH:24]=[N:23][C:22]([N:25]6[CH:32]=[N:31][N:30]=[CH:28]6)=[CH:21][C:20]=5[C:16]=4[CH:15]=3)=[CH:10][CH:9]=2)[CH2:6][CH2:5][CH2:4][CH2:3][CH2:2]1. The yield is 0.810. (2) The reactants are [C:1]([O:4][C@H:5]1[CH2:26][CH2:25][C@@:24]2([CH3:27])[C@@H:7]([CH2:8][CH2:9][C@:10]3([CH3:35])[C@@H:23]2[CH2:22][CH:21]=[C:20]2[C@@:11]3([CH3:34])[CH2:12][CH2:13][C@:14]3([CH3:33])[C@H:19]2[CH2:18][C@@:17]([CH3:32])([C:28]([O:30][CH3:31])=[O:29])[CH2:16][CH2:15]3)[C:6]1([CH3:37])[CH3:36])(=[O:3])[CH3:2].ClC(Cl)C(O)=[O:41].OO. The catalyst is ClC(Cl)C. The product is [C:1]([O:4][C@H:5]1[CH2:26][CH2:25][C@@:24]2([CH3:27])[C@@H:7]([CH2:8][CH2:9][C@:10]3([CH3:35])[C@@H:23]2[CH2:22][C:21](=[O:41])[C@H:20]2[C@@:11]3([CH3:34])[CH2:12][CH2:13][C@:14]3([CH3:33])[C@H:19]2[CH2:18][C@@:17]([CH3:32])([C:28]([O:30][CH3:31])=[O:29])[CH2:16][CH2:15]3)[C:6]1([CH3:37])[CH3:36])(=[O:3])[CH3:2]. The yield is 1.01. (3) The reactants are C(N(CC)CC)C.[CH3:8][O:9][C:10]([C:12]1[C:21]([OH:22])=[C:20]2[C:15]([CH:16]=[CH:17][CH:18]=[N:19]2)=[C:14]([Br:23])[N:13]=1)=[O:11].[C:24]1([CH3:34])[CH:29]=[CH:28][C:27]([S:30](Cl)(=[O:32])=[O:31])=[CH:26][CH:25]=1. The catalyst is C(Cl)(Cl)Cl. The product is [CH3:8][O:9][C:10]([C:12]1[C:21]([O:22][S:30]([C:27]2[CH:28]=[CH:29][C:24]([CH3:34])=[CH:25][CH:26]=2)(=[O:32])=[O:31])=[C:20]2[C:15]([CH:16]=[CH:17][CH:18]=[N:19]2)=[C:14]([Br:23])[N:13]=1)=[O:11]. The yield is 0.970. (4) The reactants are [CH3:1][O:2][CH2:3][CH2:4][O:5][CH2:6][C:7]([C:10]1[CH:15]=[CH:14][C:13]([NH:16][C:17](=[O:19])[CH3:18])=[CH:12][C:11]=1[N+:20]([O-])=O)([CH3:9])[CH3:8]. The catalyst is CO.[Ni]. The product is [NH2:20][C:11]1[CH:12]=[C:13]([NH:16][C:17](=[O:19])[CH3:18])[CH:14]=[CH:15][C:10]=1[C:7]([CH3:9])([CH3:8])[CH2:6][O:5][CH2:4][CH2:3][O:2][CH3:1]. The yield is 0.350. (5) The reactants are [NH2:1][C:2]1[C:9]([F:10])=[CH:8][C:5]([C:6]#[N:7])=[C:4]([F:11])[CH:3]=1.C([Li])CCC.[CH3:17][S:18](Cl)(=[O:20])=[O:19]. The catalyst is O1CCCC1. The product is [F:10][C:9]1[CH:8]=[C:5]([C:6]#[N:7])[C:4]([F:11])=[CH:3][C:2]=1[NH:1][S:18]([CH3:17])(=[O:20])=[O:19]. The yield is 0.796. (6) The reactants are [Cl:1][C:2]1[N:7]=[CH:6][C:5]([CH3:8])=[CH:4][C:3]=1[F:9].[Cl:10]N1C(=O)CCC1=O.N(C(C)(C)C#N)=NC(C)(C)C#N. The catalyst is ClC1C=CC=CC=1. The product is [Cl:1][C:2]1[N:7]=[CH:6][C:5]([CH2:8][Cl:10])=[CH:4][C:3]=1[F:9]. The yield is 0.530. (7) The reactants are [CH3:1][O:2][C:3]1[CH:10]=[CH:9][C:6]([CH2:7][OH:8])=[CH:5][CH:4]=1.[H-].[Na+].[NH2:13][C:14]1[C:23](Cl)=[N:22][C:21]2[C:16](=[CH:17][CH:18]=[CH:19][CH:20]=2)[N:15]=1. The catalyst is O1CCCC1. The product is [NH2:13][C:14]1[C:23]([O:8][CH2:7][C:6]2[CH:9]=[CH:10][C:3]([O:2][CH3:1])=[CH:4][CH:5]=2)=[N:22][C:21]2[C:16](=[CH:17][CH:18]=[CH:19][CH:20]=2)[N:15]=1. The yield is 0.760. (8) The reactants are [C:1]([C:4]1[N:9]=[C:8]([C:10]2[CH:15]=[CH:14][C:13](B(O)O)=[CH:12][CH:11]=2)[C:7]([CH3:19])=[N:6][C:5]=1[CH3:20])(=[O:3])[NH2:2].[F:21][C:22]([F:43])([F:42])[C:23]1[CH:24]=[C:25]([CH2:37][C:38]([O:40]C)=[O:39])[CH:26]=[CH:27][C:28]=1OS(C(F)(F)F)(=O)=O.C(=O)([O-])[O-].[Na+].[Na+].[Cl-].[Li+].Cl. The catalyst is COCCOC.C1C=CC([P]([Pd]([P](C2C=CC=CC=2)(C2C=CC=CC=2)C2C=CC=CC=2)([P](C2C=CC=CC=2)(C2C=CC=CC=2)C2C=CC=CC=2)[P](C2C=CC=CC=2)(C2C=CC=CC=2)C2C=CC=CC=2)(C2C=CC=CC=2)C2C=CC=CC=2)=CC=1. The product is [C:1]([C:4]1[N:9]=[C:8]([C:10]2[CH:15]=[CH:14][C:13]([C:28]3[CH:27]=[CH:26][C:25]([CH2:37][C:38]([OH:40])=[O:39])=[CH:24][C:23]=3[C:22]([F:21])([F:42])[F:43])=[CH:12][CH:11]=2)[C:7]([CH3:19])=[N:6][C:5]=1[CH3:20])(=[O:3])[NH2:2]. The yield is 0.559.